Dataset: Forward reaction prediction with 1.9M reactions from USPTO patents (1976-2016). Task: Predict the product of the given reaction. (1) Given the reactants [CH3:1][N:2]([CH3:22])[C:3]1[CH:8]=[CH:7][C:6]([C:9]([C:13]2[CH:18]=[CH:17][C:16]([N:19]([CH3:21])[CH3:20])=[CH:15][CH:14]=2)=[C:10](Br)[CH3:11])=[CH:5][CH:4]=1.C1COCC1.C([Li])CCC.Cl[P:34]([C:41]1[CH:46]=[CH:45][CH:44]=[CH:43][CH:42]=1)[C:35]1[CH:40]=[CH:39][CH:38]=[CH:37][CH:36]=1, predict the reaction product. The product is: [CH3:1][N:2]([CH3:22])[C:3]1[CH:8]=[CH:7][C:6]([C:9]([C:13]2[CH:18]=[CH:17][C:16]([N:19]([CH3:21])[CH3:20])=[CH:15][CH:14]=2)=[C:10]([P:34]([C:41]2[CH:42]=[CH:43][CH:44]=[CH:45][CH:46]=2)[C:35]2[CH:40]=[CH:39][CH:38]=[CH:37][CH:36]=2)[CH3:11])=[CH:5][CH:4]=1. (2) Given the reactants [C:1]([O:5][C:6]([N:8]1[CH2:13][CH2:12][CH:11]([O:14][C:15]2[CH:20]=[CH:19][C:18]([Cl:21])=[CH:17][C:16]=2/[CH:22]=[C:23]2\[C:24](=[O:33])[NH:25][C:26]3[C:31]\2=[CH:30][CH:29]=[C:28]([Cl:32])[CH:27]=3)[CH2:10][CH2:9]1)=[O:7])([CH3:4])([CH3:3])[CH3:2], predict the reaction product. The product is: [C:1]([O:5][C:6]([N:25]1[C:26]2[C:31](=[CH:30][CH:29]=[C:28]([Cl:32])[CH:27]=2)/[C:23](=[CH:22]/[C:16]2[CH:17]=[C:18]([Cl:21])[CH:19]=[CH:20][C:15]=2[O:14][CH:11]2[CH2:12][CH2:13][N:8]([C:6]([O:5][C:1]([CH3:4])([CH3:2])[CH3:3])=[O:7])[CH2:9][CH2:10]2)/[C:24]1=[O:33])=[O:7])([CH3:4])([CH3:3])[CH3:2].